From a dataset of Forward reaction prediction with 1.9M reactions from USPTO patents (1976-2016). Predict the product of the given reaction. (1) The product is: [Cl:1][C:2]1[CH:7]=[CH:6][C:5]([C@@:8]2([CH3:38])[C@:12]([C:14]3[CH:15]=[CH:16][C:17]([Cl:20])=[CH:18][CH:19]=3)([CH3:13])[N:11]([C:21]([N:44]3[CH2:45][CH2:46][N:41]([CH2:47][C:48]([NH2:50])=[O:49])[CH2:42][CH2:43]3)=[O:22])[C:10]([C:24]3[CH:29]=[CH:28][C:27]([C:30]([C:33]#[N:34])([CH3:32])[CH3:31])=[CH:26][C:25]=3[O:35][CH2:36][CH3:37])=[N:9]2)=[CH:4][CH:3]=1. Given the reactants [Cl:1][C:2]1[CH:7]=[CH:6][C:5]([C:8]2([CH3:38])[C:12]([C:14]3[CH:19]=[CH:18][C:17]([Cl:20])=[CH:16][CH:15]=3)([CH3:13])[N:11]([C:21](Cl)=[O:22])[C:10]([C:24]3[CH:29]=[CH:28][C:27]([C:30]([C:33]#[N:34])([CH3:32])[CH3:31])=[CH:26][C:25]=3[O:35][CH2:36][CH3:37])=[N:9]2)=[CH:4][CH:3]=1.Cl.Cl.[N:41]1([CH2:47][C:48]([NH2:50])=[O:49])[CH2:46][CH2:45][NH:44][CH2:43][CH2:42]1, predict the reaction product. (2) Given the reactants CC(C)=O.[Cl:5][C:6]1[C:16]2[N:15](CC3C=CC(OC)=CC=3OC)[C:14](=[O:28])[C@@H:13]([CH2:29][C:30]([O:32][CH2:33][CH3:34])=[O:31])[O:12][C@H:11]([C:35]3[CH:40]=[CH:39][CH:38]=[C:37]([O:41][CH3:42])[C:36]=3[O:43][CH3:44])[C:10]=2[CH:9]=[CH:8][CH:7]=1.O, predict the reaction product. The product is: [Cl:5][C:6]1[C:16]2[NH:15][C:14](=[O:28])[C@@H:13]([CH2:29][C:30]([O:32][CH2:33][CH3:34])=[O:31])[O:12][C@H:11]([C:35]3[CH:40]=[CH:39][CH:38]=[C:37]([O:41][CH3:42])[C:36]=3[O:43][CH3:44])[C:10]=2[CH:9]=[CH:8][CH:7]=1. (3) Given the reactants [F:1][C:2]1[CH:12]=[CH:11][CH:10]=[CH:9][C:3]=1[NH:4][C:5]([O:7][CH3:8])=[O:6].[CH:13](O)([CH3:15])[CH3:14].CCCCCC, predict the reaction product. The product is: [F:1][C:2]1[CH:12]=[C:11]([CH:13]([CH3:15])[CH3:14])[CH:10]=[CH:9][C:3]=1[NH:4][C:5]([O:7][CH3:8])=[O:6]. (4) Given the reactants [NH:1]1[CH2:6][CH2:5][O:4][CH2:3][CH2:2]1.[C:7]1(=O)[CH2:10][CH2:9][CH2:8]1.[Si]([C:16]#[N:17])(C)(C)C.C([O-])([O-])=O.[K+].[K+], predict the reaction product. The product is: [O:4]1[CH2:5][CH2:6][N:1]([C:7]2([C:16]#[N:17])[CH2:10][CH2:9][CH2:8]2)[CH2:2][CH2:3]1. (5) Given the reactants FC(F)(F)C(O)=O.[F:8][C:9]1[C:14]([C:15]([C:17]2[N:18]=[CH:19][N:20](C(C3C=CC=CC=3)(C3C=CC=CC=3)C3C=CC=CC=3)[CH:21]=2)=[O:16])=[CH:13][CH:12]=[CH:11][N:10]=1, predict the reaction product. The product is: [F:8][C:9]1[C:14]([C:15]([C:17]2[N:18]=[CH:19][NH:20][CH:21]=2)=[O:16])=[CH:13][CH:12]=[CH:11][N:10]=1. (6) Given the reactants Cl[C:2]1[C:7]([F:8])=[C:6]([Cl:9])[N:5]=[CH:4][N:3]=1.[Si:10]([O:17][C@@H:18]1[C@H:22]([CH2:23][O:24][Si:25]([C:28]([CH3:31])([CH3:30])[CH3:29])([CH3:27])[CH3:26])[CH2:21][C@@H:20]([NH2:32])[CH2:19]1)([C:13]([CH3:16])([CH3:15])[CH3:14])([CH3:12])[CH3:11].C(N(CC)CC)C, predict the reaction product. The product is: [Si:10]([O:17][C@@H:18]1[C@H:22]([CH2:23][O:24][Si:25]([C:28]([CH3:31])([CH3:30])[CH3:29])([CH3:26])[CH3:27])[CH2:21][C@@H:20]([NH:32][C:2]2[C:7]([F:8])=[C:6]([Cl:9])[N:5]=[CH:4][N:3]=2)[CH2:19]1)([C:13]([CH3:16])([CH3:15])[CH3:14])([CH3:12])[CH3:11]. (7) The product is: [CH2:1]([O:8][C:9]1[CH:14]=[CH:13][C:12]([CH:31]2[C:32](=[O:36])[CH2:33][CH2:34][CH2:35][C:30]2=[O:37])=[CH:11][CH:10]=1)[C:2]1[CH:7]=[CH:6][CH:5]=[CH:4][CH:3]=1. Given the reactants [CH2:1]([O:8][C:9]1[CH:14]=[CH:13][C:12](Br)=[CH:11][CH:10]=1)[C:2]1[CH:7]=[CH:6][CH:5]=[CH:4][CH:3]=1.C(O)(CC)(C)C.[O-]P([O-])([O-])=O.[K+].[K+].[K+].[C:30]1(=[O:37])[CH2:35][CH2:34][CH2:33][C:32](=[O:36])[CH2:31]1.C(P(C(C)(C)C)C1C=CC=CC=1C1C=CC=CC=1C)(C)(C)C, predict the reaction product.